Dataset: Forward reaction prediction with 1.9M reactions from USPTO patents (1976-2016). Task: Predict the product of the given reaction. (1) Given the reactants [CH3:1][C:2]1[CH:7]=[C:6]([NH:8][C:9](=[O:15])[NH:10][CH2:11][C:12]([OH:14])=O)[CH:5]=[CH:4][N:3]=1.[CH2:16]([CH:23]1[CH2:28][CH2:27][NH:26][CH2:25][CH2:24]1)[C:17]1[CH:22]=[CH:21][CH:20]=[CH:19][CH:18]=1.C1C=CC2N(O)N=NC=2C=1.C(Cl)CCl, predict the reaction product. The product is: [CH2:16]([CH:23]1[CH2:28][CH2:27][N:26]([C:12](=[O:14])[CH2:11][NH:10][C:9]([NH:8][C:6]2[CH:5]=[CH:4][N:3]=[C:2]([CH3:1])[CH:7]=2)=[O:15])[CH2:25][CH2:24]1)[C:17]1[CH:22]=[CH:21][CH:20]=[CH:19][CH:18]=1. (2) Given the reactants C([O:9][C:10]1[C:11]([C:22]([O:24]C)=O)=[N:12][C:13]([CH:17]2[CH2:21][CH2:20][CH2:19][NH:18]2)=[N:14][C:15]=1[OH:16])(=O)C1C=CC=CC=1.[F:26][C:27]1[CH:34]=[CH:33][C:30]([CH2:31][NH2:32])=[CH:29][CH:28]=1, predict the reaction product. The product is: [F:26][C:27]1[CH:34]=[CH:33][C:30]([CH2:31][NH:32][C:22]([C:11]2[C:10]([OH:9])=[C:15]([OH:16])[N:14]=[C:13]([CH:17]3[CH2:21][CH2:20][CH2:19][NH:18]3)[N:12]=2)=[O:24])=[CH:29][CH:28]=1. (3) Given the reactants [CH:1]1([CH2:11][OH:12])[C:10]2[C:5](=[CH:6][CH:7]=[CH:8][CH:9]=2)[CH2:4][CH2:3][CH2:2]1.Cl[C:14]1[N:15]=[C:16]([OH:24])[C:17]2[CH:23]=[CH:22][N:21]=[CH:20][C:18]=2[N:19]=1, predict the reaction product. The product is: [CH:1]1([CH2:11][O:12][C:14]2[N:15]=[C:16]([OH:24])[C:17]3[CH:23]=[CH:22][N:21]=[CH:20][C:18]=3[N:19]=2)[C:10]2[C:5](=[CH:6][CH:7]=[CH:8][CH:9]=2)[CH2:4][CH2:3][CH2:2]1. (4) Given the reactants [Br:1][C:2]1[CH:3]=[CH:4][C:5]([O:32][C:33]([C:36](O)=[O:37])([CH3:35])[CH3:34])=[C:6]([CH:8]2[C:13]3([C:21]4[C:16](=[CH:17][C:18]([Cl:22])=[CH:19][CH:20]=4)[NH:15][C:14]3=[O:23])[CH:12]([C:24]3[CH:29]=[CH:28][CH:27]=[C:26]([Cl:30])[CH:25]=3)[CH2:11][C:10](=[O:31])[NH:9]2)[CH:7]=1.CCN=C=NCCCN(C)C.C1C=CC2N(O)N=NC=2C=1.CCN(C(C)C)C(C)C.Cl.[F:70][C:71]1([F:77])[CH2:76][CH2:75][NH:74][CH2:73][CH2:72]1, predict the reaction product. The product is: [Br:1][C:2]1[CH:3]=[CH:4][C:5]([O:32][C:33]([CH3:34])([CH3:35])[C:36]([N:74]2[CH2:75][CH2:76][C:71]([F:77])([F:70])[CH2:72][CH2:73]2)=[O:37])=[C:6]([CH:8]2[C:13]3([C:21]4[C:16](=[CH:17][C:18]([Cl:22])=[CH:19][CH:20]=4)[NH:15][C:14]3=[O:23])[CH:12]([C:24]3[CH:29]=[CH:28][CH:27]=[C:26]([Cl:30])[CH:25]=3)[CH2:11][C:10](=[O:31])[NH:9]2)[CH:7]=1. (5) Given the reactants [C:1]([NH:9][C:10]1[CH:11]=[C:12]([CH:16]=[CH:17][N:18]=1)[C:13]([OH:15])=O)(=[O:8])[C:2]1[CH:7]=[CH:6][CH:5]=[CH:4][CH:3]=1.C(N(CC)C(C)C)(C)C.O[N:29]1[C:33]2[CH:34]=[CH:35][CH:36]=[CH:37][C:32]=2[N:31]=N1.Cl.C(N=C=NCCCN(C)C)C.C1(N)C=CC=CC=1N, predict the reaction product. The product is: [NH2:29][C:33]1[CH:34]=[CH:35][CH:36]=[CH:37][C:32]=1[NH:31][C:13](=[O:15])[C:12]1[CH:16]=[CH:17][N:18]=[C:10]([NH:9][C:1](=[O:8])[C:2]2[CH:3]=[CH:4][CH:5]=[CH:6][CH:7]=2)[CH:11]=1. (6) Given the reactants I[C:2]1[C:10]2[C:9]([N:11]3[CH2:16][CH2:15][O:14][CH2:13][CH2:12]3)=[N:8][C:7]([CH3:17])=[N:6][C:5]=2[N:4]([CH2:18][O:19][CH2:20][CH2:21][Si:22]([CH3:25])([CH3:24])[CH3:23])[CH:3]=1.[C:26]([C:28]1[CH:29]=[C:30](B(O)O)[CH:31]=[CH:32][CH:33]=1)#[N:27].C(=O)([O-])[O-].[K+].[K+], predict the reaction product. The product is: [CH3:17][C:7]1[N:8]=[C:9]([N:11]2[CH2:16][CH2:15][O:14][CH2:13][CH2:12]2)[C:10]2[C:2]([C:32]3[CH:33]=[C:28]([CH:29]=[CH:30][CH:31]=3)[C:26]#[N:27])=[CH:3][N:4]([CH2:18][O:19][CH2:20][CH2:21][Si:22]([CH3:25])([CH3:24])[CH3:23])[C:5]=2[N:6]=1.